Dataset: Full USPTO retrosynthesis dataset with 1.9M reactions from patents (1976-2016). Task: Predict the reactants needed to synthesize the given product. (1) Given the product [CH2:19]([NH:23][S:9]([C:6]1[CH:7]=[CH:8][C:3]([O:2][CH3:1])=[CH:4][CH:5]=1)(=[O:11])=[O:10])[CH:20]([CH3:22])[CH3:21], predict the reactants needed to synthesize it. The reactants are: [CH3:1][O:2][C:3]1[CH:8]=[CH:7][C:6]([S:9](Cl)(=[O:11])=[O:10])=[CH:5][CH:4]=1.N1C=CC=CC=1.[CH2:19]([NH2:23])[CH:20]([CH3:22])[CH3:21].Cl. (2) Given the product [CH2:1]([O:3][C:4]1[CH:25]=[CH:24][CH:23]=[CH:22][C:5]=1[O:6][C@@H:7]1[CH2:12][CH2:11][CH2:10][N:9]([C:13]2[N:18]=[CH:17][C:16]([C:19]([NH:27][CH2:28][C:29]3[CH:30]=[C:31]([CH:36]=[CH:37][C:38]=3[O:39][CH3:40])[C:32]([OH:34])=[O:33])=[O:20])=[CH:15][N:14]=2)[CH2:8]1)[CH3:2], predict the reactants needed to synthesize it. The reactants are: [CH2:1]([O:3][C:4]1[CH:25]=[CH:24][CH:23]=[CH:22][C:5]=1[O:6][C@@H:7]1[CH2:12][CH2:11][CH2:10][N:9]([C:13]2[N:18]=[CH:17][C:16]([C:19](O)=[O:20])=[CH:15][N:14]=2)[CH2:8]1)[CH3:2].Cl.[NH2:27][CH2:28][C:29]1[CH:30]=[C:31]([CH:36]=[CH:37][C:38]=1[O:39][CH3:40])[C:32]([O:34]C)=[O:33].CN(C(ON1N=NC2C=CC=NC1=2)=[N+](C)C)C.F[P-](F)(F)(F)(F)F.[Li+].[OH-].